From a dataset of Forward reaction prediction with 1.9M reactions from USPTO patents (1976-2016). Predict the product of the given reaction. (1) The product is: [F:20][C:11]1[CH:12]=[C:13]([C:16]([F:19])([F:18])[F:17])[CH:14]=[CH:15][C:10]=1[CH:9]=[CH:8][C:5]1[O:6][CH:7]=[C:3]([CH2:2][OH:23])[N:4]=1. Given the reactants Cl[CH2:2][C:3]1[N:4]=[C:5]([CH:8]=[CH:9][C:10]2[CH:15]=[CH:14][C:13]([C:16]([F:19])([F:18])[F:17])=[CH:12][C:11]=2[F:20])[O:6][CH:7]=1.C([O-])(=[O:23])C.[Na+], predict the reaction product. (2) Given the reactants [C:1]([O:5][C:6](=[O:35])[NH:7][C:8]([C:10]1[S:11][C:12]([S:33][CH3:34])=[C:13]([S:15]([C:18]2[CH:19]=[C:20]([C:24]3[C:29]([CH3:30])=[CH:28][C:27]([Cl:31])=[CH:26][C:25]=3[NH2:32])[CH:21]=[CH:22][CH:23]=2)(=[O:17])=[O:16])[CH:14]=1)=[NH:9])([CH3:4])([CH3:3])[CH3:2].CCN(CC)CC.[CH3:43][S:44]([CH2:47][CH2:48][CH2:49][C:50](Cl)=[O:51])(=[O:46])=[O:45], predict the reaction product. The product is: [C:1]([O:5][C:6](=[O:35])[NH:7][C:8]([C:10]1[S:11][C:12]([S:33][CH3:34])=[C:13]([S:15]([C:18]2[CH:19]=[C:20]([C:24]3[C:29]([CH3:30])=[CH:28][C:27]([Cl:31])=[CH:26][C:25]=3[NH:32][C:50](=[O:51])[CH2:49][CH2:48][CH2:47][S:44]([CH3:43])(=[O:46])=[O:45])[CH:21]=[CH:22][CH:23]=2)(=[O:16])=[O:17])[CH:14]=1)=[NH:9])([CH3:3])([CH3:4])[CH3:2]. (3) Given the reactants C([O:8][CH2:9][CH:10]1[CH:19]([C:20]([NH:22][C:23]2[CH:28]=[CH:27][CH:26]=[C:25]([O:29][CH3:30])[CH:24]=2)=[O:21])[C:18]2[C:13](=[CH:14][CH:15]=[CH:16][CH:17]=2)[C:12](=[O:31])[N:11]1[CH2:32][CH2:33][O:34][CH3:35])C1C=CC=CC=1, predict the reaction product. The product is: [OH:8][CH2:9][CH:10]1[CH:19]([C:20]([NH:22][C:23]2[CH:28]=[CH:27][CH:26]=[C:25]([O:29][CH3:30])[CH:24]=2)=[O:21])[C:18]2[C:13](=[CH:14][CH:15]=[CH:16][CH:17]=2)[C:12](=[O:31])[N:11]1[CH2:32][CH2:33][O:34][CH3:35]. (4) Given the reactants [CH3:1][C@@H:2]1[NH:7][C@H:6]([CH3:8])[CH2:5][N:4]([C:9]([O:11][C:12]([CH3:15])([CH3:14])[CH3:13])=[O:10])[CH2:3]1.Br[CH2:17][CH2:18][CH2:19][OH:20].C([O-])([O-])=O.[K+].[K+].O, predict the reaction product. The product is: [OH:20][CH2:19][CH2:18][CH2:17][N:7]1[C@@H:2]([CH3:1])[CH2:3][N:4]([C:9]([O:11][C:12]([CH3:13])([CH3:15])[CH3:14])=[O:10])[CH2:5][C@H:6]1[CH3:8]. (5) Given the reactants [SH:1][C:2]1[NH:3][C:4]2[CH:10]=[CH:9][CH:8]=[CH:7][C:5]=2[N:6]=1.Br[CH2:12][CH2:13][CH2:14][CH2:15][N:16]1[C:20](=[O:21])[C:19]2=[CH:22][CH:23]=[CH:24][CH:25]=[C:18]2[C:17]1=[O:26].C([O-])([O-])=O.[K+].[K+].C([O-])(O)=O.[Na+], predict the reaction product. The product is: [NH:3]1[C:4]2[CH:10]=[CH:9][CH:8]=[CH:7][C:5]=2[N:6]=[C:2]1[S:1][CH2:12][CH2:13][CH2:14][CH2:15][N:16]1[C:20](=[O:21])[C:19]2[C:18](=[CH:25][CH:24]=[CH:23][CH:22]=2)[C:17]1=[O:26].